Dataset: Full USPTO retrosynthesis dataset with 1.9M reactions from patents (1976-2016). Task: Predict the reactants needed to synthesize the given product. Given the product [C:1]([O:5][C:6]([N:8]1[CH2:12][CH2:11][CH2:10][CH:9]1[C:13](=[O:15])[NH:33][C:32]1[CH:34]=[CH:35][C:29]([Br:28])=[CH:30][C:31]=1[CH3:36])=[O:7])([CH3:2])([CH3:3])[CH3:4], predict the reactants needed to synthesize it. The reactants are: [C:1]([O:5][C:6]([N:8]1[CH2:12][CH2:11][CH2:10][CH:9]1[C:13]([OH:15])=O)=[O:7])([CH3:4])([CH3:3])[CH3:2].N1C=CC=CC=1.C(Cl)(=O)C(Cl)=O.[Br:28][C:29]1[CH:35]=[CH:34][C:32]([NH2:33])=[C:31]([CH3:36])[CH:30]=1.